This data is from HIV replication inhibition screening data with 41,000+ compounds from the AIDS Antiviral Screen. The task is: Binary Classification. Given a drug SMILES string, predict its activity (active/inactive) in a high-throughput screening assay against a specified biological target. (1) The result is 0 (inactive). The drug is COc1c(C)c(CC=C(C)CCCCO)c(OC)c(OC)c1OC. (2) The molecule is Cc1ccc(Nc2cc(O)nc(S)n2)cc1.[NaH]. The result is 0 (inactive). (3) The drug is O=C1C2=C(C(=O)c3ccccc31)C(O)(S(=O)(=O)O)C(O)(S(=O)(=O)O)C1N=CC=CC21. The result is 0 (inactive). (4) The molecule is OC(c1cc(C(O)(C(F)(F)F)C(F)(F)F)ncn1)(C(F)(F)F)C(F)(F)F. The result is 0 (inactive). (5) The molecule is Cc1nc(N)nc(N)c1-c1ccc(Cl)c(Cl)c1. The result is 0 (inactive). (6) The drug is CN(C)CCNC(=O)Cn1ccc(=O)c2c([N+](=O)[O-])cccc21.Cl. The result is 0 (inactive).